Task: Regression. Given two drug SMILES strings and cell line genomic features, predict the synergy score measuring deviation from expected non-interaction effect.. Dataset: NCI-60 drug combinations with 297,098 pairs across 59 cell lines (1) Drug 1: CC12CCC3C(C1CCC2O)C(CC4=C3C=CC(=C4)O)CCCCCCCCCS(=O)CCCC(C(F)(F)F)(F)F. Drug 2: C(CN)CNCCSP(=O)(O)O. Cell line: HCT116. Synergy scores: CSS=0.646, Synergy_ZIP=0.336, Synergy_Bliss=3.80, Synergy_Loewe=0.168, Synergy_HSA=0.828. (2) Drug 1: CCCS(=O)(=O)NC1=C(C(=C(C=C1)F)C(=O)C2=CNC3=C2C=C(C=N3)C4=CC=C(C=C4)Cl)F. Drug 2: CC1OCC2C(O1)C(C(C(O2)OC3C4COC(=O)C4C(C5=CC6=C(C=C35)OCO6)C7=CC(=C(C(=C7)OC)O)OC)O)O. Cell line: MDA-MB-231. Synergy scores: CSS=29.2, Synergy_ZIP=6.82, Synergy_Bliss=11.3, Synergy_Loewe=0.169, Synergy_HSA=9.60. (3) Drug 1: C1CCN(CC1)CCOC2=CC=C(C=C2)C(=O)C3=C(SC4=C3C=CC(=C4)O)C5=CC=C(C=C5)O. Drug 2: CS(=O)(=O)OCCCCOS(=O)(=O)C. Cell line: NCI-H226. Synergy scores: CSS=-0.102, Synergy_ZIP=0.604, Synergy_Bliss=0.156, Synergy_Loewe=-3.51, Synergy_HSA=-3.60.